The task is: Predict the product of the given reaction.. This data is from Forward reaction prediction with 1.9M reactions from USPTO patents (1976-2016). (1) Given the reactants [C:1]([CH:4]([CH2:17][CH2:18][CH2:19][CH2:20][C:21]#[N:22])[CH2:5][CH2:6][C:7]1[CH:16]=[CH:15][C:10]([C:11]([O:13][CH3:14])=[O:12])=[CH:9][CH:8]=1)(O)=[O:2].C(=O)(O)[O-], predict the reaction product. The product is: [C:21]([CH2:20][CH2:19][CH2:18][CH2:17][CH:4]([CH2:1][OH:2])[CH2:5][CH2:6][C:7]1[CH:16]=[CH:15][C:10]([C:11]([O:13][CH3:14])=[O:12])=[CH:9][CH:8]=1)#[N:22]. (2) Given the reactants [OH:1][C:2]1[C:9]([O:10]C)=[CH:8][C:5]([C:6]#[N:7])=[C:4]([C:12]2[S:13][C:14]([CH3:17])=[CH:15][CH:16]=2)[C:3]=1[C:18]#[N:19].CC1SC(B(O)O)=CC=1.BrC1C(C#N)=C(O)C(OC)=CC=1C#N, predict the reaction product. The product is: [OH:1][C:2]1[C:9]([OH:10])=[CH:8][C:5]([C:6]#[N:7])=[C:4]([C:12]2[S:13][C:14]([CH3:17])=[CH:15][CH:16]=2)[C:3]=1[C:18]#[N:19]. (3) Given the reactants C(O[C:4]1[C:5](=[O:16])[C:6](=[O:15])[C:7]=1[NH:8][C:9]1[CH:14]=[CH:13][N:12]=[CH:11][CH:10]=1)C.[C:17]1([CH2:23][CH2:24][CH2:25][CH2:26][CH2:27][CH2:28][CH2:29][NH2:30])[CH:22]=[CH:21][CH:20]=[CH:19][CH:18]=1, predict the reaction product. The product is: [C:17]1([CH2:23][CH2:24][CH2:25][CH2:26][CH2:27][CH2:28][CH2:29][NH:30][C:4]2[C:5](=[O:16])[C:6](=[O:15])[C:7]=2[NH:8][C:9]2[CH:10]=[CH:11][N:12]=[CH:13][CH:14]=2)[CH:22]=[CH:21][CH:20]=[CH:19][CH:18]=1. (4) The product is: [C:1]1([CH3:11])[CH:2]=[CH:3][C:4]([S:7]([OH:10])(=[O:8])=[O:9])=[CH:5][CH:6]=1.[CH3:12][C:13]1[C:17]([C:18]2[CH:23]=[CH:22][CH:21]=[CH:20][CH:19]=2)=[C:16]([CH3:24])[N:15]([C:25]2[CH:30]=[CH:29][C:28]([CH2:31][CH2:32][NH:33][C:34]([NH:36][S:37]([C:40]3[CH:45]=[CH:44][C:43]([O:48][C:47]([F:60])([F:59])[F:46])=[CH:42][CH:41]=3)(=[O:38])=[O:39])=[O:35])=[CH:27][CH:26]=2)[N:14]=1. Given the reactants [C:1]1([CH3:11])[CH:6]=[CH:5][C:4]([S:7]([OH:10])(=[O:9])=[O:8])=[CH:3][CH:2]=1.[CH3:12][C:13]1[C:17]([C:18]2[CH:23]=[CH:22][CH:21]=[CH:20][CH:19]=2)=[C:16]([CH3:24])[N:15]([C:25]2[CH:30]=[CH:29][C:28]([CH2:31][CH2:32][NH:33][C:34]([NH:36][S:37]([C:40]3[CH:45]=[CH:44][CH:43]=[CH:42][CH:41]=3)(=[O:39])=[O:38])=[O:35])=[CH:27][CH:26]=2)[N:14]=1.[F:46][C:47]([F:60])([F:59])[O:48]C1C=CC(S(N)(=O)=O)=CC=1, predict the reaction product. (5) The product is: [Br:1][C:2]1[CH:14]=[C:13]2[C:5]([C:6]3[CH:7]=[CH:8][C:9]([N:19]4[CH2:31][CH2:30][CH2:29][CH2:28][CH2:27]4)=[CH:10][C:11]=3[C:12]2([CH2:17][CH3:18])[CH2:15][CH3:16])=[CH:4][CH:3]=1. Given the reactants [Br:1][C:2]1[CH:14]=[C:13]2[C:5]([C:6]3[CH:7]=[CH:8][C:9]([NH2:19])=[CH:10][C:11]=3[C:12]2([CH2:17][CH3:18])[CH2:15][CH3:16])=[CH:4][CH:3]=1.C(=O)([O-])[O-].[K+].[K+].I[CH2:27][CH2:28][CH2:29][CH2:30][CH2:31]I, predict the reaction product. (6) The product is: [C:19]([O:22][C:23](=[O:24])[NH:1][CH2:2][C:3]1[C:4]([NH2:10])=[N:5][C:6]([CH3:9])=[N:7][CH:8]=1)([CH3:21])([CH3:20])[CH3:18]. Given the reactants [NH2:1][CH2:2][C:3]1[C:4]([NH2:10])=[N:5][C:6]([CH3:9])=[N:7][CH:8]=1.C(N(CC)CC)C.[CH3:18][C:19]([O:22][C:23](O[C:23]([O:22][C:19]([CH3:21])([CH3:20])[CH3:18])=[O:24])=[O:24])([CH3:21])[CH3:20], predict the reaction product. (7) Given the reactants [N:1]1[N:2]=[C:3]([CH:10]([NH2:22])[CH2:11][C:12]2[CH:13]=[C:14]3[C:18](=[C:19]([CH3:21])[CH:20]=2)[NH:17][N:16]=[CH:15]3)[N:4]2[CH:9]=[CH:8][CH:7]=[CH:6][C:5]=12.[C:23](C1NC=CN=1)(C1NC=CN=1)=[O:24].[F:35][C:36]1[CH:37]=[CH:38][CH:39]=[C:40]2[C:45]=1[NH:44][C:43](=[O:46])[N:42]([CH:47]1[CH2:52][CH2:51][NH:50][CH2:49][CH2:48]1)[CH2:41]2, predict the reaction product. The product is: [N:1]1[N:2]=[C:3]([CH:10]([NH:22][C:23]([N:50]2[CH2:51][CH2:52][CH:47]([N:42]3[CH2:41][C:40]4[C:45](=[C:36]([F:35])[CH:37]=[CH:38][CH:39]=4)[NH:44][C:43]3=[O:46])[CH2:48][CH2:49]2)=[O:24])[CH2:11][C:12]2[CH:13]=[C:14]3[C:18](=[C:19]([CH3:21])[CH:20]=2)[NH:17][N:16]=[CH:15]3)[N:4]2[CH:9]=[CH:8][CH:7]=[CH:6][C:5]=12. (8) Given the reactants Br[CH2:2][C:3]([NH:5][C:6]1[S:7][C:8]([C:16]([CH:18]2[CH2:23][CH2:22][O:21][CH2:20][CH2:19]2)=[O:17])=[C:9]([C:11]2[O:12][CH:13]=[CH:14][CH:15]=2)[N:10]=1)=[O:4].Cl.[CH3:25][O:26][CH:27]1[CH2:32][CH2:31][NH:30][CH2:29][CH2:28]1.C(N(CC)CC)C, predict the reaction product. The product is: [O:12]1[CH:13]=[CH:14][CH:15]=[C:11]1[C:9]1[N:10]=[C:6]([NH:5][C:3](=[O:4])[CH2:2][N:30]2[CH2:31][CH2:32][CH:27]([O:26][CH3:25])[CH2:28][CH2:29]2)[S:7][C:8]=1[C:16]([CH:18]1[CH2:23][CH2:22][O:21][CH2:20][CH2:19]1)=[O:17].